This data is from Experimentally validated miRNA-target interactions with 360,000+ pairs, plus equal number of negative samples. The task is: Binary Classification. Given a miRNA mature sequence and a target amino acid sequence, predict their likelihood of interaction. (1) The miRNA is mmu-miR-19b-3p with sequence UGUGCAAAUCCAUGCAAAACUGA. The protein sequence of the target gene is MQIWETSQGVGRGGSGFASYFCLNSPALDTAAAAGAAGRGSGGLGPALPAASPPPPGPTAPAALPPALLTALGPAAEGARRLHKSPSLSSSSSSSSSNAESGTESPGCSSSSSSSASLGRPGGGRGGAFFNFADGAPSAPGTANGHPGPRGPAPAGSPSQHQFHPGRRKRENKASTYGLNYLLSGSRAAALSGGGGPGAQAPRPGTPWKSRAYSPGIQGLHEEIIDFYNFMSPCPEEAAMRREVVKRIETVVKDLWPTADVQIFGSFSTGLYLPTSDIDLVVFGKWERPPLQLLEQALRK.... Result: 0 (no interaction). (2) The miRNA is hsa-miR-6745 with sequence UGGGUGGAAGAAGGUCUGGUU. The protein sequence of the target gene is MEPQRRELLAQCQQSLAQAMTEVEAVLGLLEAAGALSPGERRQLDEEAGGAKAELLLQLLLAKEQDHFQDLRAALEKTQPHLLPILYLNGVVGPPQSTEGAGSTYSVLSIMPSDSESSSSLSSVGTTGKAPSPPPLLTEQQANDTVENLSIQLRLMTRERNELRKRLAFATHGATFDKRPYHRLNPDYERLKIQCVRAMSDLQSLQNQHTNALKRCEEVAKETDFYHTLHSRLLSDQTQLKDDVDMLRRENGKLRRERNLLQQSWEDMKRLREEDQKEIGDLRAQQQQVLKHNGSSEILN.... Result: 0 (no interaction). (3) The miRNA is hsa-miR-4308 with sequence UCCCUGGAGUUUCUUCUU. The protein sequence of the target gene is MGQPAPYAEGPIQGGDAGELCKCDFLVSISIPQTRSDIPAGARRSSMGPRSLDTCWGRGPERHVHRLECNGVIFTHRNLCLPGGKTKTENEEKTAQLNISKESESHRLIVEGLLMDVPQHPDFKDRLEKSQLHDTGNKTKIGDCTDLTVQDHESSTTEREEIARKLEESSVSTHLITKQGFAKEQVFYKCGECGSYYNPHSDFHLHQRVHTNEKPYTCKECGKTFRYNSKLSRHQKIHTGEKPYSCEECGQAFSQNSHLLQHQKLHGGQRPYECTDCGKTFSYNSKLIRHQRIHTGEKPF.... Result: 1 (interaction). (4) The miRNA is hsa-miR-628-3p with sequence UCUAGUAAGAGUGGCAGUCGA. The protein sequence of the target gene is MKDDFAEEEEVQSFGYKRFGIQEGTQCTKCKNNWALKFSIILLYILCALLTITVAILGYKVVEKMDNVTGGMETSRQTYDDKLTAVESDLKKLGDQTGKKAISTNSELSTFRSDILDLRQQLREITEKTSKNKDTLEKLQASGDALVDRQSQLKETLENNSFLITTVNKTLQAYNGYVTNLQQDTSVLQGNLQNQMYSHNVVIMNLNNLNLTQVQQRNLITNLQRSVDDTSQAIQRIKNDFQNLQQVFLQAKKDTDWLKEKVQSLQTLAANNSALAKANNDTLEDMNSQLNSFTGQMENI.... Result: 0 (no interaction). (5) The miRNA is cel-miR-268 with sequence GGCAAGAAUUAGAAGCAGUUUGGU. The protein sequence of the target gene is MCFLRRPGAPASWIWWRMLRQVLRRGLQSFCHRLGLCVSRHPVFFLTVPAVLTITFGLSALNRFQPEGDLERLVAPSHSLAKIERSLASSLFPLDQSKSQLYSDLHTPGRYGRVILLSPTGDNILLQAEGILQTHRAVLEMKDGRNSFIGHQLGGVVEVPNSKDQRVKSARAIQITYYLQTYGSATQDLIGEKWENEFCKLIRKLQEEHQELQLYSLASFSLWRDFHKTSILARSKVLVSLVLILTTATLSSSMKDCLRSKPFLGLLGVLTVCISIITAAGIFFITDGKYNSTLLGIPFF.... Result: 0 (no interaction). (6) The miRNA is hsa-miR-4798-5p with sequence UUCGGUAUACUUUGUGAAUUGG. The protein sequence of the target gene is MTDPMMDFFDDANLFGETLEGLSDDTFVQPGPVSLVDELNLGAEFEPLHIDSLNHVQGTPTHQKMADFEQLSQFDSMKFHPVNQSFGSPVEHVLSPHSQFNCSPIHPPNQPNGLFQDVADGSPMWGHQTATGLANQNGSPFHQPGHSHSLHQNKSFVAHPDFALFQASEHQTQCSSLHSQQSRSNLNPGQNSLGQAKNFLDANVSGAHRVNVNHLATAPSSQQTLPVQFSPTANPPAHFLKCSSHQEGNYNRPSPSMTSCSVSNSQQFPSHYSFSSGHVSPSSLLQSSAGLAPGHTNQAL.... Result: 0 (no interaction). (7) Result: 1 (interaction). The protein sequence of the target gene is MVESCLLTFRAFFWWIALIKMDLSDLGEAAAFLRRSEAELLLLQATALDGKKKCWIPDGENAYIEAEVKGSEDDGTVIVETADGESLSIKEDKIQQMNPPEFEMIEDMAMLTHLNEASVLHTLKRRYGQWMIYTYSGLFCVTINPYKWLPVYQKEVMAAYKGKRRSEAPPHIFAVANNAFQDMLHNRENQSILFTGESGAGKTVNSKHIIQYFATIAAMIESRKKQGALEDQIMQANTILEAFGNAKTLRNDNSSRFGKFIRMHFGARGMLSSVDIDIYLLEKSRVIFQQAGERNYHIFY.... The miRNA is hsa-miR-28-5p with sequence AAGGAGCUCACAGUCUAUUGAG. (8) The miRNA is hsa-miR-6893-3p with sequence CCCUGCUGCCUUCACCUGCCAG. The protein sequence of the target gene is MASWLRRKLRGKRRPVIAFCLLMILSAMAVTRFPPQRPSAGPDPGPMEPQGVTGAPATHIRQALSSSRRQRARNMGFWRSRALPRNSILVCAEEQGHRARVDRSRESPGGDLRHPGRVRRDITLSGHPRLSTQHVVLLREDEVGDPGTKDLGHPQHGSPIQETQSEVVTLVSPLPGSDMAALPAWRATSGLTLWPHTAEGRDLLGAENRALTGGQQAEDPTLASGAHQWPGSVEKLQGSVWCDAETLLSSSRTGGQAPPWLTDHDVQMLRLLAQGEVVDKARVPAHGQVLQVGFSTEAAL.... Result: 0 (no interaction). (9) The miRNA is mmu-miR-1897-5p with sequence CUUUGGAUGGAGAAAGAGGGGG. The protein sequence of the target gene is MVWGKICWFSQRAGWTVFAESQISLSCSLCLHSGDQEAQNPNLVSQLCGVFLQNETNETIHMQMSMAVGQQALPLNIIAPKAVLVSLCGVLLNGTVFWLLCCGATNPYMVYILHLVAADVIYLCCSAVGFLQVTLLTYHGVVFFIPDFLAILSPFSFEVCLCLLVAISTERCVCVLFPIWYRCHRPKYTSNVVCTLIWGLPFCINIVKSLFLTYWKHVKACVIFLKLSGLFHAILSLVMCVSSLTLLIRFLCCSQQQKATRVYAVVQISAPMFLLWALPLSVAPLITDFKMFVTTSYLIS.... Result: 0 (no interaction). (10) The miRNA is hsa-miR-3129-5p with sequence GCAGUAGUGUAGAGAUUGGUUU. The protein sequence of the target gene is MVNSCCGSVCSDQGCGLENCCRPSCCQTTCCRTTCCRPSCCVSSCCRPQCCQSVCCQPTCCSPSCCQTTCCRTTCCRPSCCVSSCFRPQCCQSVYCQPTCCRPSCGQTTCCRTTCYRPSCCVSTCCRPTCSSGSCC. Result: 0 (no interaction).